Dataset: Forward reaction prediction with 1.9M reactions from USPTO patents (1976-2016). Task: Predict the product of the given reaction. (1) Given the reactants [CH3:1][O:2][C:3]([C:5]1[NH:6][CH:7]=[C:8]([F:10])[CH:9]=1)=[O:4].C(=O)([O-])[O-].[Cs+].[Cs+].Br[CH2:18][C:19]([C:21]1[CH:26]=[CH:25][C:24]([C:27]([CH3:30])([CH3:29])[CH3:28])=[CH:23][CH:22]=1)=[O:20], predict the reaction product. The product is: [CH3:1][O:2][C:3]([C:5]1[N:6]([CH2:18][C:19]([C:21]2[CH:26]=[CH:25][C:24]([C:27]([CH3:30])([CH3:29])[CH3:28])=[CH:23][CH:22]=2)=[O:20])[CH:7]=[C:8]([F:10])[CH:9]=1)=[O:4]. (2) Given the reactants [CH2:1]([O:4][N:5]=[C:6]1[CH2:10][N:9]([C:11]([O:13]C(C)(C)C)=O)[C@H:8]([C:18]([OH:20])=O)[CH2:7]1)[CH:2]=[CH2:3].[CH3:21][N:22]([CH3:29])[CH2:23][CH2:24][CH2:25]C(Cl)=O.[C:30]1([CH2:40][NH2:41])[C:39]2[C:34](=[CH:35][CH:36]=[CH:37][CH:38]=2)[CH:33]=[CH:32][CH:31]=1, predict the reaction product. The product is: [CH2:1]([O:4][N:5]=[C:6]1[CH2:10][N:9]([C:11](=[O:13])[CH2:25][CH2:24][CH2:23][N:22]([CH3:29])[CH3:21])[C@H:8]([C:18]([NH:41][CH2:40][C:30]2[C:39]3[C:34](=[CH:35][CH:36]=[CH:37][CH:38]=3)[CH:33]=[CH:32][CH:31]=2)=[O:20])[CH2:7]1)[CH:2]=[CH2:3]. (3) Given the reactants [CH2:1]([O:3][C:4](=[O:39])[C:5]1[CH:10]=[CH:9][C:8]([N:11]2[C:15]3([CH2:20][CH2:19][CH2:18][CH2:17][CH2:16]3)[C:14](=[O:21])[N:13]([CH2:22][C:23](=[O:37])[NH:24][C:25]3[C:30]([CH:31]([CH3:33])[CH3:32])=[CH:29][CH:28]=[CH:27][C:26]=3[CH:34]([CH3:36])[CH3:35])[C:12]2=[O:38])=[CH:7][CH:6]=1)C, predict the reaction product. The product is: [CH3:1][O:3][C:4](=[O:39])[C:5]1[CH:10]=[CH:9][C:8]([N:11]2[C:15]3([CH2:20][CH2:19][CH2:18][CH2:17][CH2:16]3)[C:14](=[O:21])[N:13]([CH2:22][C:23](=[O:37])[NH:24][C:25]3[C:30]([CH:31]([CH3:33])[CH3:32])=[CH:29][CH:28]=[CH:27][C:26]=3[CH:34]([CH3:35])[CH3:36])[C:12]2=[O:38])=[CH:7][CH:6]=1. (4) Given the reactants [Al+3].[Cl-].[Cl-].[Cl-].[CH3:5][C:6]1[S:10][C:9]2[C:11](=[O:15])[CH:12]([CH3:14])[CH2:13][C:8]=2[CH:7]=1.[Br:16]Br, predict the reaction product. The product is: [Br:16][C:7]1[C:8]2[CH2:13][CH:12]([CH3:14])[C:11](=[O:15])[C:9]=2[S:10][C:6]=1[CH3:5]. (5) The product is: [CH:19]1([C:2]2[C:3]([C:8]3[CH:13]=[CH:12][C:11]([CH2:14][C:15]([O:17][CH3:18])=[O:16])=[CH:10][CH:9]=3)=[N:4][CH:5]=[CH:6][N:7]=2)[CH2:21][CH2:20]1. Given the reactants Cl[C:2]1[C:3]([C:8]2[CH:13]=[CH:12][C:11]([CH2:14][C:15]([O:17][CH3:18])=[O:16])=[CH:10][CH:9]=2)=[N:4][CH:5]=[CH:6][N:7]=1.[CH:19]1(B(O)O)[CH2:21][CH2:20]1.C1(P(C2CCCCC2)C2CCCCC2)CCCCC1.P([O-])([O-])([O-])=O.[K+].[K+].[K+], predict the reaction product. (6) Given the reactants C1(P(C2C=CC=CC=2)C2C=CC=CC=2)C=CC=CC=1.BrN1C(=O)CCC1=O.[Cl:28][C:29]1[CH:30]=[C:31]([C@@H:39]([CH2:49][CH:50]2[CH2:54][CH2:53][CH2:52][CH2:51]2)[C:40](NC2C=CN(C)N=2)=[O:41])[CH:32]=[CH:33][C:34]=1[S:35]([CH3:38])(=[O:37])=[O:36].[C:55]([O:59][C:60]([N:62]1[CH:66]=[CH:65][C:64]([NH2:67])=[N:63]1)=[O:61])([CH3:58])([CH3:57])[CH3:56].CN1CCOCC1, predict the reaction product. The product is: [C:55]([O:59][C:60]([N:62]1[CH:66]=[CH:65][C:64]([NH:67][C:40](=[O:41])[C@@H:39]([C:31]2[CH:32]=[CH:33][C:34]([S:35]([CH3:38])(=[O:36])=[O:37])=[C:29]([Cl:28])[CH:30]=2)[CH2:49][CH:50]2[CH2:51][CH2:52][CH2:53][CH2:54]2)=[N:63]1)=[O:61])([CH3:58])([CH3:56])[CH3:57]. (7) Given the reactants [NH2:1][C:2]1[CH:7]=[C:6]([N+:8]([O-:10])=[O:9])[CH:5]=[CH:4][C:3]=1[OH:11].C(N(CC)CC)C.Cl[CH2:20][C:21](Cl)=[O:22], predict the reaction product. The product is: [N+:8]([C:6]1[CH:5]=[CH:4][C:3]2[O:11][CH2:20][C:21](=[O:22])[NH:1][C:2]=2[CH:7]=1)([O-:10])=[O:9]. (8) Given the reactants [CH3:1][C:2]1[C:10]([N+:11]([O-:13])=[O:12])=[CH:9][CH:8]=[CH:7][C:3]=1[C:4]([OH:6])=[O:5].OS(O)(=O)=O.[Br:19]N1C(C)(C)C(=O)N(Br)C1=O, predict the reaction product. The product is: [Br:19][C:8]1[CH:9]=[C:10]([N+:11]([O-:13])=[O:12])[C:2]([CH3:1])=[C:3]([CH:7]=1)[C:4]([OH:6])=[O:5]. (9) Given the reactants [F:1][C:2]1[CH:7]=[CH:6][C:5]([C:8]2[CH:9]=[CH:10][C:11]3[N:12]([C:14]([S:17][C:18]4[CH:19]=[C:20]([NH2:25])[C:21]([NH2:24])=[CH:22][CH:23]=4)=[N:15][N:16]=3)[N:13]=2)=[CH:4][CH:3]=1.[N:26]#[C:27]Br.[OH-].[Na+], predict the reaction product. The product is: [F:1][C:2]1[CH:7]=[CH:6][C:5]([C:8]2[CH:9]=[CH:10][C:11]3[N:12]([C:14]([S:17][C:18]4[CH:23]=[CH:22][C:21]5[N:24]=[C:27]([NH2:26])[NH:25][C:20]=5[CH:19]=4)=[N:15][N:16]=3)[N:13]=2)=[CH:4][CH:3]=1.